Dataset: Full USPTO retrosynthesis dataset with 1.9M reactions from patents (1976-2016). Task: Predict the reactants needed to synthesize the given product. Given the product [ClH:12].[CH3:32][N:29]1[C:30]([CH3:31])=[C:26]([CH2:25][N:22]2[CH2:21][CH2:20][N:19]([C:14]3[C:13]([C:6]4[CH:7]=[CH:8][C:3]([CH2:2][OH:1])=[CH:4][CH:5]=4)=[N:18][CH:17]=[CH:16][N:15]=3)[CH2:24][CH2:23]2)[C:27]([CH3:33])=[N:28]1, predict the reactants needed to synthesize it. The reactants are: [OH:1][CH2:2][C:3]1[CH:8]=[CH:7][C:6](B(O)O)=[CH:5][CH:4]=1.[Cl:12][C:13]1[C:14]([N:19]2[CH2:24][CH2:23][N:22]([CH2:25][C:26]3[C:27]([CH3:33])=[N:28][N:29]([CH3:32])[C:30]=3[CH3:31])[CH2:21][CH2:20]2)=[N:15][CH:16]=[CH:17][N:18]=1.C(=O)([O-])[O-].[K+].[K+].